From a dataset of Full USPTO retrosynthesis dataset with 1.9M reactions from patents (1976-2016). Predict the reactants needed to synthesize the given product. (1) Given the product [CH2:1]([O:8][C:9]([C:11]1[CH:20]=[C:19]([O:21][CH2:22][C:23]2[CH:28]=[CH:27][CH:26]=[CH:25][CH:24]=2)[C:18]2[C:13](=[C:14]([O:30][CH2:31][C:32]3[CH:37]=[CH:36][CH:35]=[CH:34][CH:33]=3)[C:15]([C:43]#[C:38][CH2:39][CH2:40][CH2:41][CH3:42])=[CH:16][CH:17]=2)[N:12]=1)=[O:10])[C:2]1[CH:7]=[CH:6][CH:5]=[CH:4][CH:3]=1, predict the reactants needed to synthesize it. The reactants are: [CH2:1]([O:8][C:9]([C:11]1[CH:20]=[C:19]([O:21][CH2:22][C:23]2[CH:28]=[CH:27][CH:26]=[CH:25][CH:24]=2)[C:18]2[C:13](=[C:14]([O:30][CH2:31][C:32]3[CH:37]=[CH:36][CH:35]=[CH:34][CH:33]=3)[C:15](Br)=[CH:16][CH:17]=2)[N:12]=1)=[O:10])[C:2]1[CH:7]=[CH:6][CH:5]=[CH:4][CH:3]=1.[C:38]1(C#C)[CH:43]=[CH:42][CH:41]=[CH:40][CH:39]=1.C#CCCCC. (2) The reactants are: [C:1]([N:5]1[C:10](=[O:11])[C:9]([Cl:12])=[C:8]([OH:13])[CH:7]=[N:6]1)([CH3:4])([CH3:3])[CH3:2].[Si:14]([O:21][CH2:22][CH2:23][O:24][CH2:25][C:26]1[CH:31]=[CH:30][C:29]([CH2:32]O)=[CH:28][CH:27]=1)([C:17]([CH3:20])([CH3:19])[CH3:18])([CH3:16])[CH3:15].C1(P(C2C=CC=CC=2)C2C=CC=CC=2)C=CC=CC=1.N(C(OC(C)C)=O)=NC(OC(C)C)=O. Given the product [C:1]([N:5]1[C:10](=[O:11])[C:9]([Cl:12])=[C:8]([O:13][CH2:32][C:29]2[CH:28]=[CH:27][C:26]([CH2:25][O:24][CH2:23][CH2:22][O:21][Si:14]([C:17]([CH3:20])([CH3:19])[CH3:18])([CH3:16])[CH3:15])=[CH:31][CH:30]=2)[CH:7]=[N:6]1)([CH3:4])([CH3:2])[CH3:3], predict the reactants needed to synthesize it. (3) Given the product [C:16]([O:20][C:21]([N:23]1[CH2:28][CH2:27][CH:26]([N:29]([CH2:11][C:10]2[CH:13]=[CH:14][CH:15]=[C:8]([C:6]3[CH:5]=[CH:4][N:3]=[C:2]([Cl:1])[N:7]=3)[CH:9]=2)[CH2:30][CH3:31])[CH2:25][CH2:24]1)=[O:22])([CH3:19])([CH3:17])[CH3:18], predict the reactants needed to synthesize it. The reactants are: [Cl:1][C:2]1[N:7]=[C:6]([C:8]2[CH:9]=[C:10]([CH:13]=[CH:14][CH:15]=2)[CH:11]=O)[CH:5]=[CH:4][N:3]=1.[C:16]([O:20][C:21]([N:23]1[CH2:28][CH2:27][CH:26]([NH2:29])[CH2:25][CH2:24]1)=[O:22])([CH3:19])([CH3:18])[CH3:17].[CH:30](=O)[CH3:31].C(O[BH-](OC(=O)C)OC(=O)C)(=O)C.[Na+]. (4) Given the product [Br:1][C:2]1[C:3]([F:12])=[C:4]2[C:10]([NH:11][C:17](=[O:18])[C:16]3[CH:20]=[CH:21][CH:22]=[C:14]([F:13])[CH:15]=3)=[CH:9][NH:8][C:5]2=[N:6][CH:7]=1, predict the reactants needed to synthesize it. The reactants are: [Br:1][C:2]1[C:3]([F:12])=[C:4]2[C:10]([NH2:11])=[CH:9][NH:8][C:5]2=[N:6][CH:7]=1.[F:13][C:14]1[CH:15]=[C:16]([CH:20]=[CH:21][CH:22]=1)[C:17](O)=[O:18].O=C1N(P(Cl)(N2CCOC2=O)=O)CCO1.C(N(CC)CC)C.[Li+].[OH-]. (5) Given the product [C:1]([NH:4][CH:5]1[CH2:10][CH2:9][N:8]([C:17]([O:19][CH2:20][CH3:21])=[O:18])[CH2:7][CH2:6]1)(=[O:3])[CH3:2], predict the reactants needed to synthesize it. The reactants are: [C:1]([NH:4][CH:5]1[CH2:10][CH2:9][NH:8][CH2:7][CH2:6]1)(=[O:3])[CH3:2].C(=O)(O)[O-].[Na+].Cl[C:17]([O:19][CH2:20][CH3:21])=[O:18]. (6) Given the product [CH3:6][C:7]1[NH:8][CH:9]=[C:10]([S:2]([Cl:1])(=[O:5])=[O:3])[N:11]=1, predict the reactants needed to synthesize it. The reactants are: [Cl:1][S:2]([OH:5])(=O)=[O:3].[CH3:6][C:7]1[NH:8][CH:9]=[CH:10][N:11]=1.C(=O)([O-])[O-].[Na+].[Na+].